From a dataset of Reaction yield outcomes from USPTO patents with 853,638 reactions. Predict the reaction yield, written as a fraction of the theoretical maximum amount of product (1.0 means a 100% yield; for example, 0.34 means a 34% yield). (1) No catalyst specified. The reactants are [CH3:1][Si:2]([C:7]1[CH:12]=[CH:11][CH:10]=[CH:9][CH:8]=1)(OC)[O:3][CH3:4].[C:13]([OH:17])([CH3:16])([CH3:15])[CH3:14]. The product is [CH3:1][Si:2]([C:7]1[CH:12]=[CH:11][CH:10]=[CH:9][CH:8]=1)([O:3][CH3:4])[O:17][C:13]([CH3:16])([CH3:15])[CH3:14]. The yield is 0.650. (2) The reactants are [NH2:1][C@H:2]1[CH2:7][CH2:6][N:5]([C:8]2[O:9][C:10]([CH3:20])=[C:11]([C:13]([O:15][CH2:16][CH2:17][CH2:18][CH3:19])=[O:14])[N:12]=2)[CH2:4][C@H:3]1[O:21][CH2:22][CH3:23].[Cl:24][C:25]1[N:26]=[C:27]([C:32](O)=[O:33])[NH:28][C:29]=1[CH2:30][CH3:31].CCN=C=NCCCN(C)C.Cl.C1C=CC2N(O)N=NC=2C=1. The catalyst is CC(N(C)C)=O.ClCCl. The product is [Cl:24][C:25]1[N:26]=[C:27]([C:32]([NH:1][C@H:2]2[CH2:7][CH2:6][N:5]([C:8]3[O:9][C:10]([CH3:20])=[C:11]([C:13]([O:15][CH2:16][CH2:17][CH2:18][CH3:19])=[O:14])[N:12]=3)[CH2:4][C@H:3]2[O:21][CH2:22][CH3:23])=[O:33])[NH:28][C:29]=1[CH2:30][CH3:31]. The yield is 0.440. (3) The reactants are Cl.[CH3:2][O:3][C:4]([C:6]1([NH2:12])[CH2:11][CH2:10][CH2:9][CH2:8][CH2:7]1)=[O:5].[CH3:13][C:14]1[CH:18]=[CH:17][S:16][C:15]=1[C:19](Cl)=[O:20]. No catalyst specified. The product is [CH3:2][O:3][C:4]([C:6]1([NH:12][C:19]([C:15]2[S:16][CH:17]=[CH:18][C:14]=2[CH3:13])=[O:20])[CH2:7][CH2:8][CH2:9][CH2:10][CH2:11]1)=[O:5]. The yield is 0.470. (4) The yield is 0.640. The catalyst is C1COCC1. The product is [Br:13][C:14]1[CH:15]=[C:16]([CH3:21])[C:17]([F:20])=[C:18]([CH:19]=1)[CH:25]=[O:26]. The reactants are C(NC(C)C)(C)C.C([Li])CCC.[Br:13][C:14]1[CH:19]=[CH:18][C:17]([F:20])=[C:16]([CH3:21])[CH:15]=1.CN([CH:25]=[O:26])C. (5) The reactants are [CH3:1][O:2][C:3]1[CH:10]=[C:9]([O:11][CH2:12][CH:13]2[CH2:18][CH:17]([O:19][CH2:20][CH2:21][CH2:22][CH2:23][CH2:24][CH2:25][CH2:26][CH2:27][CH2:28][CH2:29][CH2:30][CH2:31][CH2:32][CH2:33][CH2:34][CH2:35][CH2:36][CH3:37])[CH:16]([O:38][CH2:39][CH2:40][CH2:41][CH2:42][CH2:43][CH2:44][CH2:45][CH2:46][CH2:47][CH2:48][CH2:49][CH2:50][CH2:51][CH2:52][CH2:53][CH2:54][CH2:55][CH3:56])[CH:15]([O:57][CH2:58][CH2:59][CH2:60][CH2:61][CH2:62][CH2:63][CH2:64][CH2:65][CH2:66][CH2:67][CH2:68][CH2:69][CH2:70][CH2:71][CH2:72][CH2:73][CH2:74][CH3:75])[CH2:14]2)[CH:8]=[CH:7][C:4]=1[CH:5]=[O:6].[BH4-].[Na+]. The catalyst is C(Cl)(Cl)Cl.CO.C(Cl)(Cl)Cl. The product is [CH3:1][O:2][C:3]1[CH:10]=[C:9]([O:11][CH2:12][CH:13]2[CH2:18][CH:17]([O:19][CH2:20][CH2:21][CH2:22][CH2:23][CH2:24][CH2:25][CH2:26][CH2:27][CH2:28][CH2:29][CH2:30][CH2:31][CH2:32][CH2:33][CH2:34][CH2:35][CH2:36][CH3:37])[CH:16]([O:38][CH2:39][CH2:40][CH2:41][CH2:42][CH2:43][CH2:44][CH2:45][CH2:46][CH2:47][CH2:48][CH2:49][CH2:50][CH2:51][CH2:52][CH2:53][CH2:54][CH2:55][CH3:56])[CH:15]([O:57][CH2:58][CH2:59][CH2:60][CH2:61][CH2:62][CH2:63][CH2:64][CH2:65][CH2:66][CH2:67][CH2:68][CH2:69][CH2:70][CH2:71][CH2:72][CH2:73][CH2:74][CH3:75])[CH2:14]2)[CH:8]=[CH:7][C:4]=1[CH2:5][OH:6]. The yield is 0.950.